Dataset: NCI-60 drug combinations with 297,098 pairs across 59 cell lines. Task: Regression. Given two drug SMILES strings and cell line genomic features, predict the synergy score measuring deviation from expected non-interaction effect. (1) Drug 1: C1=CC=C(C=C1)NC(=O)CCCCCCC(=O)NO. Drug 2: CC12CCC3C(C1CCC2O)C(CC4=C3C=CC(=C4)O)CCCCCCCCCS(=O)CCCC(C(F)(F)F)(F)F. Cell line: OVCAR-4. Synergy scores: CSS=2.35, Synergy_ZIP=-0.814, Synergy_Bliss=0.735, Synergy_Loewe=0.0404, Synergy_HSA=0.219. (2) Drug 1: CC1=C(C=C(C=C1)NC(=O)C2=CC=C(C=C2)CN3CCN(CC3)C)NC4=NC=CC(=N4)C5=CN=CC=C5. Drug 2: CC(C)CN1C=NC2=C1C3=CC=CC=C3N=C2N. Cell line: MOLT-4. Synergy scores: CSS=5.79, Synergy_ZIP=-3.50, Synergy_Bliss=-2.20, Synergy_Loewe=-2.23, Synergy_HSA=-2.17.